Dataset: Orexin1 receptor HTS with 218,158 compounds and 233 confirmed actives. Task: Binary Classification. Given a drug SMILES string, predict its activity (active/inactive) in a high-throughput screening assay against a specified biological target. (1) The drug is Brc1ccc(/C=C(/NC(=O)c2c(OC)cccc2)C(=O)NCC=C)cc1. The result is 0 (inactive). (2) The compound is Brc1c(n(nc1C)Cc1ccc(C(=O)N2N=C(CC2(O)C(F)(F)F)C)cc1)C. The result is 0 (inactive). (3) The compound is FC(F)(F)c1c(CN2CCN(CC2)CC)ccc(NC(=O)c2cc(NC(=O)N3CCNC3=O)cc(OC)c2)c1. The result is 0 (inactive). (4) The molecule is O(C(=O)C1CCN(C2CC(=O)N(C2=O)c2ccc(OCC)cc2)CC1)CC. The result is 0 (inactive).